Dataset: Reaction yield outcomes from USPTO patents with 853,638 reactions. Task: Predict the reaction yield, written as a fraction of the theoretical maximum amount of product (1.0 means a 100% yield; for example, 0.34 means a 34% yield). (1) The reactants are [CH3:1][N:2]([CH3:20])[C:3]([C:5]1[N:14]([CH:15]2[CH2:19][CH2:18][CH2:17][CH2:16]2)[C:8]2[N:9]=[C:10](Cl)[N:11]=[CH:12][C:7]=2[CH:6]=1)=[O:4].[C:21]([O:25][C:26]([N:28]1[CH:33]2[CH2:34][CH2:35][CH:29]1[CH2:30][N:31]([C:36]([C:38]1[N:39]=[N:40][C:41]([NH2:44])=[CH:42][CH:43]=1)=[O:37])[CH2:32]2)=[O:27])([CH3:24])([CH3:23])[CH3:22]. No catalyst specified. The product is [C:21]([O:25][C:26]([N:28]1[CH:33]2[CH2:34][CH2:35][CH:29]1[CH2:30][N:31]([C:36]([C:38]1[N:39]=[N:40][C:41]([NH:44][C:10]3[N:11]=[CH:12][C:7]4[CH:6]=[C:5]([C:3](=[O:4])[N:2]([CH3:20])[CH3:1])[N:14]([CH:15]5[CH2:19][CH2:18][CH2:17][CH2:16]5)[C:8]=4[N:9]=3)=[CH:42][CH:43]=1)=[O:37])[CH2:32]2)=[O:27])([CH3:24])([CH3:22])[CH3:23]. The yield is 0.580. (2) The reactants are [F:1][C:2]1[CH:3]=[C:4]([C@H:8]2[CH2:12][CH2:11][CH2:10][N:9]2[C:13]2[CH:18]=[CH:17][N:16]3[N:19]=[CH:20][C:21]([C:22]([OH:24])=O)=[C:15]3[N:14]=2)[CH:5]=[N:6][CH:7]=1.[CH3:25][C:26]([NH2:29])([CH3:28])[CH3:27]. No catalyst specified. The product is [C:26]([NH:29][C:22]([C:21]1[CH:20]=[N:19][N:16]2[CH:17]=[CH:18][C:13]([N:9]3[CH2:10][CH2:11][CH2:12][C@@H:8]3[C:4]3[CH:5]=[N:6][CH:7]=[C:2]([F:1])[CH:3]=3)=[N:14][C:15]=12)=[O:24])([CH3:28])([CH3:27])[CH3:25]. The yield is 0.670. (3) The reactants are Cl[C:2]1[C:3](=[O:15])[N:4](C2CCCCO2)[N:5]=[CH:6][C:7]=1Cl.[CH3:16][S:17]([C:20]1[CH:25]=[CH:24][CH:23]=[CH:22][C:21]=1[OH:26])(=[O:19])=[O:18].C[O:28][C:29](=[O:38])[CH:30](Br)[CH2:31][CH:32]1[CH2:36][CH2:35][CH2:34][CH2:33]1. No catalyst specified. The product is [CH:32]1([CH2:31][CH:30]([N:4]2[C:3](=[O:15])[CH:2]=[C:7]([O:26][C:21]3[CH:22]=[CH:23][CH:24]=[CH:25][C:20]=3[S:17]([CH3:16])(=[O:18])=[O:19])[CH:6]=[N:5]2)[C:29]([OH:28])=[O:38])[CH2:36][CH2:35][CH2:34][CH2:33]1. The yield is 0.680. (4) The reactants are [OH:1][N:2]1[C:10](=[O:11])[C:9]2[C:4](=[CH:5][CH:6]=[CH:7][CH:8]=2)[C:3]1=[O:12].O[CH2:14][C:15]1[N:16]=[CH:17][N:18]([C:20]([O:22][C:23]([CH3:26])([CH3:25])[CH3:24])=[O:21])[CH:19]=1.C1(P(C2C=CC=CC=2)C2C=CC=CC=2)C=CC=CC=1.CC(OC(/N=N/C(OC(C)C)=O)=O)C. The catalyst is C1COCC1. The product is [O:12]=[C:3]1[C:4]2[C:9](=[CH:8][CH:7]=[CH:6][CH:5]=2)[C:10](=[O:11])[N:2]1[O:1][CH2:14][C:15]1[N:16]=[CH:17][N:18]([C:20]([O:22][C:23]([CH3:26])([CH3:25])[CH3:24])=[O:21])[CH:19]=1. The yield is 0.610.